Dataset: Forward reaction prediction with 1.9M reactions from USPTO patents (1976-2016). Task: Predict the product of the given reaction. (1) Given the reactants Br[C:2]1[O:6][C:5]([CH:7]=[C:8]2[C:16]3[C:11](=[CH:12][CH:13]=[C:14]([Cl:17])[CH:15]=3)[NH:10][C:9]2=[O:18])=[CH:4][CH:3]=1.C([O-])([O-])=O.[Cs+].[Cs+].CC1(C)C(C)(C)OB([C:33]2[CH:48]=[CH:47][C:36]([O:37][CH2:38][CH2:39][CH2:40][N:41]3[CH2:46][CH2:45][O:44][CH2:43][CH2:42]3)=[CH:35][CH:34]=2)O1, predict the reaction product. The product is: [Cl:17][C:14]1[CH:15]=[C:16]2[C:11](=[CH:12][CH:13]=1)[NH:10][C:9](=[O:18])[C:8]2=[CH:7][C:5]1[O:6][C:2]([C:33]2[CH:48]=[CH:47][C:36]([O:37][CH2:38][CH2:39][CH2:40][N:41]3[CH2:42][CH2:43][O:44][CH2:45][CH2:46]3)=[CH:35][CH:34]=2)=[CH:3][CH:4]=1. (2) Given the reactants [NH2:1][C:2]1[C:11]2[C:6](=[CH:7][CH:8]=[CH:9][C:10]=2[O:12][CH2:13][C:14]([CH3:19])([CH3:18])[C:15]([OH:17])=O)[N:5]=[C:4]([CH3:20])[C:3]=1[C:21]([O:23][CH2:24][CH3:25])=[O:22].[CH2:26]([NH2:30])[CH:27]([CH3:29])[CH3:28], predict the reaction product. The product is: [NH2:1][C:2]1[C:11]2[C:6](=[CH:7][CH:8]=[CH:9][C:10]=2[O:12][CH2:13][C:14]([CH3:18])([CH3:19])[C:15]([NH:30][CH2:26][CH:27]([CH3:29])[CH3:28])=[O:17])[N:5]=[C:4]([CH3:20])[C:3]=1[C:21]([O:23][CH2:24][CH3:25])=[O:22]. (3) Given the reactants [F:1][C:2]1[C:3]([C:17]2[N:21]([CH:22]([CH3:24])[CH3:23])[C:20]([CH3:25])=[N:19][CH:18]=2)=[N:4][C:5]([NH:8][C:9]2[CH:10]=[CH:11][C:12]([C:15]#[N:16])=[N:13][CH:14]=2)=[N:6][CH:7]=1.[OH-:26].[Na+], predict the reaction product. The product is: [F:1][C:2]1[C:3]([C:17]2[N:21]([CH:22]([CH3:23])[CH3:24])[C:20]([CH3:25])=[N:19][CH:18]=2)=[N:4][C:5]([NH:8][C:9]2[CH:10]=[CH:11][C:12]([C:15]([NH2:16])=[O:26])=[N:13][CH:14]=2)=[N:6][CH:7]=1. (4) Given the reactants C([O:7][CH2:8][C@@H:9]([O:37][C:38]([CH3:41])([CH3:40])[CH3:39])[C:10]1[C:28]([CH3:29])=[CH:27][C:13]2[N:14]=[C:15]([C:17]3[CH:18]=[C:19]4[CH:25]=[N:24][N:23]([CH3:26])[C:20]4=[N:21][CH:22]=3)[S:16][C:12]=2[C:11]=1[C:30]1[CH:35]=[CH:34][C:33]([Cl:36])=[CH:32][CH:31]=1)(=O)C(C)(C)C.[OH-].[Na+], predict the reaction product. The product is: [C:38]([O:37][C@@H:9]([C:10]1[C:28]([CH3:29])=[CH:27][C:13]2[N:14]=[C:15]([C:17]3[CH:18]=[C:19]4[CH:25]=[N:24][N:23]([CH3:26])[C:20]4=[N:21][CH:22]=3)[S:16][C:12]=2[C:11]=1[C:30]1[CH:35]=[CH:34][C:33]([Cl:36])=[CH:32][CH:31]=1)[CH2:8][OH:7])([CH3:41])([CH3:39])[CH3:40]. (5) Given the reactants Cl[C:2]1[CH:3]=[CH:4][C:5]2[N:11]3[CH2:12][C@H:8]([CH2:9][CH2:10]3)[NH:7][C:6]=2[N:13]=1.[CH3:14][C@@H:15]1[O:20][C@@H:19]([CH3:21])[CH2:18][NH:17][CH2:16]1.CC([O-])(C)C.[K+], predict the reaction product. The product is: [CH3:21][C@@H:19]1[O:20][C@@H:15]([CH3:14])[CH2:16][N:17]([C:2]2[CH:3]=[CH:4][C:5]3[N:11]4[CH2:12][C@H:8]([CH2:9][CH2:10]4)[NH:7][C:6]=3[N:13]=2)[CH2:18]1. (6) The product is: [CH3:1][O:2][C:3](=[O:25])[CH:4]([O:6][C:7]1[CH:12]=[CH:11][C:10]([O:13][C:14](=[O:24])[CH2:15][OH:16])=[CH:9][CH:8]=1)[CH3:5]. Given the reactants [CH3:1][O:2][C:3](=[O:25])[CH:4]([O:6][C:7]1[CH:12]=[CH:11][C:10]([O:13][C:14](=[O:24])[CH2:15][O:16]CC2C=CC=CC=2)=[CH:9][CH:8]=1)[CH3:5], predict the reaction product. (7) Given the reactants [CH3:1][C:2]([CH3:55])([CH2:10][C:11]([O:13][C@H:14]1[CH2:31][CH2:30][C@@:29]2([CH3:32])[C@@H:16]([CH2:17][CH2:18][C@:19]3([CH3:52])[C@@H:28]2[CH2:27][CH2:26][C@H:25]2[C@@:20]3([CH3:51])[CH2:21][CH2:22][C@@:23]3(/[CH:40]=[CH:41]/[C:42](=[O:50])[NH:43][C:44]4[CH:49]=[CH:48][CH:47]=[CH:46][N:45]=4)[CH2:35][C:34](=[O:36])[C:33]([CH:37]([CH3:39])[CH3:38])=[C:24]32)[C:15]1([CH3:54])[CH3:53])=[O:12])[C:3]([O:5]C(C)(C)C)=[O:4].[C:56]([OH:62])([C:58]([F:61])([F:60])[F:59])=[O:57].CC#N.[Cl:66]CCl, predict the reaction product. The product is: [C:56]([OH:62])([C:58]([F:61])([F:60])[F:59])=[O:57].[OH2:4].[Cl:66][C:47]1[CH:48]=[CH:49][C:44]([NH:43][C:42](=[O:50])/[CH:41]=[CH:40]/[C@:23]23[CH2:35][C:34](=[O:36])[C:33]([CH:37]([CH3:38])[CH3:39])=[C:24]2[C@@H:25]2[C@@:20]([CH3:51])([CH2:21][CH2:22]3)[C@@:19]3([CH3:52])[C@@H:28]([C@:29]4([CH3:32])[C@@H:16]([CH2:17][CH2:18]3)[C:15]([CH3:54])([CH3:53])[C@@H:14]([O:13][C:11](=[O:12])[CH2:10][C:2]([CH3:55])([CH3:1])[C:3]([OH:5])=[O:4])[CH2:31][CH2:30]4)[CH2:27][CH2:26]2)=[N:45][CH:46]=1.[F:59][C:58]([F:61])([F:60])[C:56]([OH:62])=[O:57].